From a dataset of Forward reaction prediction with 1.9M reactions from USPTO patents (1976-2016). Predict the product of the given reaction. (1) Given the reactants [NH:1]1[CH:5]=[C:4]([C:6]([OH:8])=O)[N:3]=[CH:2]1.[Cl:9][C:10]1[CH:11]=[C:12]2[C:20](=[CH:21][CH:22]=1)[NH:19][C:18]1[CH:17]([NH2:23])[CH2:16][CH2:15][CH2:14][C:13]2=1, predict the reaction product. The product is: [Cl:9][C:10]1[CH:11]=[C:12]2[C:20](=[CH:21][CH:22]=1)[NH:19][C:18]1[CH:17]([NH:23][C:6]([C:4]3[N:3]=[CH:2][NH:1][CH:5]=3)=[O:8])[CH2:16][CH2:15][CH2:14][C:13]2=1. (2) Given the reactants [CH2:1]([O:8][C:9]1[CH:10]=[C:11]([CH2:17][CH2:18][NH:19][C:20](=O)/[CH:21]=[CH:22]/[C:23]2[CH:28]=[CH:27][N:26]=[CH:25][CH:24]=2)[CH:12]=[CH:13][C:14]=1[O:15][CH3:16])[C:2]1[CH:7]=[CH:6][CH:5]=[CH:4][CH:3]=1.O=P(Cl)(Cl)Cl.[BH4-].[Na+], predict the reaction product. The product is: [CH2:1]([O:8][C:9]1[CH:10]=[C:11]2[C:12](=[CH:13][C:14]=1[O:15][CH3:16])[CH:20](/[CH:21]=[CH:22]/[C:23]1[CH:28]=[CH:27][N:26]=[CH:25][CH:24]=1)[NH:19][CH2:18][CH2:17]2)[C:2]1[CH:7]=[CH:6][CH:5]=[CH:4][CH:3]=1. (3) Given the reactants [F:1][C:2]1[CH:7]=[CH:6][C:5]([OH:8])=[C:4]([O:9][CH3:10])[CH:3]=1.[S:11]([C:15]1[CH:16]=[C:17]([NH:21][C:22]([C:24]2[C:25](ON3C4=NC=CC=C4N=N3)=[N:26][C:27]3[C:32]([CH:33]=2)=[CH:31][CH:30]=[CH:29][CH:28]=3)=[O:23])[CH:18]=[CH:19][CH:20]=1)(=[O:14])(=[O:13])[NH2:12].C([O-])([O-])=O.[K+].[K+], predict the reaction product. The product is: [F:1][C:2]1[CH:7]=[CH:6][C:5]([O:8][C:25]2[C:24]([C:22]([NH:21][C:17]3[CH:18]=[CH:19][CH:20]=[C:15]([S:11](=[O:13])(=[O:14])[NH2:12])[CH:16]=3)=[O:23])=[CH:33][C:32]3[C:27](=[CH:28][CH:29]=[CH:30][CH:31]=3)[N:26]=2)=[C:4]([O:9][CH3:10])[CH:3]=1. (4) Given the reactants CN(C(ON1N=NC2C=CC=CC1=2)=[N+](C)C)C.F[P-](F)(F)(F)(F)F.Cl.Cl.[CH3:27][C@@H:28]1[C:36]2[C:35]([N:37]3[CH2:42][CH2:41][NH:40][CH2:39][CH2:38]3)=[N:34][CH:33]=[N:32][C:31]=2[CH2:30][S:29]1.[C:43]([O:47][C:48]([N:50]1[CH2:55][CH2:54][C:53]([C:59]2[CH:64]=[CH:63][CH:62]=[C:61]([Cl:65])[CH:60]=2)([C:56](O)=[O:57])[CH2:52][CH2:51]1)=[O:49])([CH3:46])([CH3:45])[CH3:44].CCN(C(C)C)C(C)C.C([O-])(O)=O.[Na+], predict the reaction product. The product is: [Cl:65][C:61]1[CH:60]=[C:59]([C:53]2([C:56]([N:40]3[CH2:41][CH2:42][N:37]([C:35]4[C:36]5[C@@H:28]([CH3:27])[S:29][CH2:30][C:31]=5[N:32]=[CH:33][N:34]=4)[CH2:38][CH2:39]3)=[O:57])[CH2:52][CH2:51][N:50]([C:48]([O:47][C:43]([CH3:44])([CH3:45])[CH3:46])=[O:49])[CH2:55][CH2:54]2)[CH:64]=[CH:63][CH:62]=1. (5) Given the reactants [Cl:1][C:2]1[CH:10]=[CH:9][C:5]([C:6]([OH:8])=[O:7])=[CH:4][N:3]=1.S(=O)(=O)(O)O.[CH2:16](O)[CH3:17], predict the reaction product. The product is: [Cl:1][C:2]1[CH:10]=[CH:9][C:5]([C:6]([O:8][CH2:16][CH3:17])=[O:7])=[CH:4][N:3]=1. (6) Given the reactants C[O:2][C:3](=[O:52])[C:4]1[CH:9]=[CH:8][C:7]([C:10]([N:12]2[CH2:18][C@H:17]([NH:19][C:20](=[O:32])[C@@H:21]([N:23]([C:25]([O:27][C:28]([CH3:31])([CH3:30])[CH3:29])=[O:26])[CH3:24])[CH3:22])[C:16](=[O:33])[N:15]([CH2:34][C:35]3[C:44]4[C:39](=[CH:40][C:41]([Br:45])=[CH:42][CH:43]=4)[CH:38]=[CH:37][C:36]=3[O:46][CH3:47])[C:14]3[CH:48]=[CH:49][CH:50]=[CH:51][C:13]2=3)=[O:11])=[CH:6][CH:5]=1.[Li+].[OH-].C(O)(=O)CC(CC(O)=O)(C(O)=O)O, predict the reaction product. The product is: [Br:45][C:41]1[CH:40]=[C:39]2[C:44](=[CH:43][CH:42]=1)[C:35]([CH2:34][N:15]1[C:16](=[O:33])[C@@H:17]([NH:19][C:20](=[O:32])[C@@H:21]([N:23]([C:25]([O:27][C:28]([CH3:30])([CH3:31])[CH3:29])=[O:26])[CH3:24])[CH3:22])[CH2:18][N:12]([C:10]([C:7]3[CH:8]=[CH:9][C:4]([C:3]([OH:52])=[O:2])=[CH:5][CH:6]=3)=[O:11])[C:13]3[CH:51]=[CH:50][CH:49]=[CH:48][C:14]1=3)=[C:36]([O:46][CH3:47])[CH:37]=[CH:38]2.